From a dataset of Reaction yield outcomes from USPTO patents with 853,638 reactions. Predict the reaction yield, written as a fraction of the theoretical maximum amount of product (1.0 means a 100% yield; for example, 0.34 means a 34% yield). (1) The reactants are [H-].[Al+3].[Li+].[H-].[H-].[H-].[CH2:7]([O:14][C:15]1[CH:16]=[C:17]2[C:21](=[CH:22][CH:23]=1)[NH:20][CH:19]=[C:18]2[CH:24]1[CH2:28][C:27](=O)[NH:26][C:25]1=O)[C:8]1[CH:13]=[CH:12][CH:11]=[CH:10][CH:9]=1. The catalyst is C1COCC1. The product is [CH2:7]([O:14][C:15]1[CH:16]=[C:17]2[C:21](=[CH:22][CH:23]=1)[NH:20][CH:19]=[C:18]2[CH:24]1[CH2:28][CH2:27][NH:26][CH2:25]1)[C:8]1[CH:9]=[CH:10][CH:11]=[CH:12][CH:13]=1. The yield is 0.723. (2) The reactants are [OH:1][CH:2]1[CH2:7][CH2:6][CH2:5][NH:4][CH2:3]1.CCN(CC)CC.[CH3:15][C:16]([O:19][C:20](O[C:20]([O:19][C:16]([CH3:18])([CH3:17])[CH3:15])=[O:21])=[O:21])([CH3:18])[CH3:17]. The catalyst is CCO. The product is [C:16]([O:19][C:20]([N:4]1[CH2:5][CH2:6][CH2:7][CH:2]([OH:1])[CH2:3]1)=[O:21])([CH3:18])([CH3:17])[CH3:15]. The yield is 0.840. (3) The reactants are [C:1]([C@H:5]([NH:9][NH:10][C:11](=[O:21])[C:12]1[CH:17]=[CH:16][CH:15]=[C:14]([O:18][CH3:19])[C:13]=1[CH3:20])[CH2:6][CH:7]=[CH2:8])([CH3:4])([CH3:3])[CH3:2].C[C@@:23]([C:31]1[CH:36]=[CH:35][CH:34]=[CH:33][CH:32]=1)([C:27]([F:30])([F:29])[F:28])[C:24](Cl)=[O:25].[C:37]([O-])([O-])=[O:38].[K+].[K+]. The catalyst is C(Cl)Cl.O. The product is [C:1]([C@H:5]([N:9]([C:24](=[O:25])[C@@:23]([O:38][CH3:37])([C:31]1[CH:36]=[CH:35][CH:34]=[CH:33][CH:32]=1)[C:27]([F:30])([F:29])[F:28])[NH:10][C:11](=[O:21])[C:12]1[CH:17]=[CH:16][CH:15]=[C:14]([O:18][CH3:19])[C:13]=1[CH3:20])[CH2:6][CH:7]=[CH2:8])([CH3:4])([CH3:2])[CH3:3]. The yield is 0.164.